This data is from Catalyst prediction with 721,799 reactions and 888 catalyst types from USPTO. The task is: Predict which catalyst facilitates the given reaction. (1) Reactant: [Cl:1][C:2]1[CH:7]=[CH:6][CH:5]=[CH:4][C:3]=1[CH:8]([N:13]1[CH2:18][CH2:17][C:16]2[S:19][CH:20]=[CH:21][C:15]=2[CH2:14]1)[C:9]([O:11][CH3:12])=[O:10].[OH:22][S:23]([OH:26])(=[O:25])=[O:24]. Product: [S:23](=[O:24])(=[O:22])([OH:26])[OH:25].[Cl:1][C:2]1[CH:7]=[CH:6][CH:5]=[CH:4][C:3]=1[CH:8]([N:13]1[CH2:18][CH2:17][C:16]2[S:19][CH:20]=[CH:21][C:15]=2[CH2:14]1)[C:9]([O:11][CH3:12])=[O:10]. The catalyst class is: 21. (2) Reactant: [Br:1][C:2]1[CH:3]=[N:4][NH:5][CH:6]=1.C([O-])([O-])=O.[K+].[K+].Br[CH2:14][CH2:15][C:16]([CH3:19])([OH:18])[CH3:17]. Product: [Br:1][C:2]1[CH:3]=[N:4][N:5]([CH2:14][CH2:15][C:16]([CH3:19])([OH:18])[CH3:17])[CH:6]=1. The catalyst class is: 3. (3) Reactant: [CH2:1]([C@H:3]1[C:11]2[C:6](=[CH:7][C:8]([C:12](=[O:31])[NH:13][C@H:14]([C:20]3[CH:25]=[CH:24][C:23]([S:26]([CH2:29][CH3:30])(=[O:28])=[O:27])=[CH:22][CH:21]=3)[CH2:15][C:16]([O:18][CH3:19])=[O:17])=[CH:9][CH:10]=2)[CH2:5][N:4]1C(OC(C)(C)C)=O)[CH3:2].Cl.O1CCOCC1. Product: [CH2:1]([C@H:3]1[C:11]2[C:6](=[CH:7][C:8]([C:12]([NH:13][C@H:14]([C:20]3[CH:21]=[CH:22][C:23]([S:26]([CH2:29][CH3:30])(=[O:28])=[O:27])=[CH:24][CH:25]=3)[CH2:15][C:16]([O:18][CH3:19])=[O:17])=[O:31])=[CH:9][CH:10]=2)[CH2:5][NH:4]1)[CH3:2]. The catalyst class is: 4.